Dataset: Reaction yield outcomes from USPTO patents with 853,638 reactions. Task: Predict the reaction yield, written as a fraction of the theoretical maximum amount of product (1.0 means a 100% yield; for example, 0.34 means a 34% yield). (1) The reactants are Br[C:2]1[C:7](=[O:8])[N:6]([CH2:9][C:10]2[CH:15]=[CH:14][C:13]([C:16]3[C:17]([C:22]#[N:23])=[CH:18][CH:19]=[CH:20][CH:21]=3)=[CH:12][C:11]=2[F:24])[C:5]([CH2:25][CH2:26][CH3:27])=[N:4][C:3]=1[CH3:28].[CH:29]1([CH2:32][O:33][C:34]2[N:39]=[CH:38][C:37](B(O)O)=[CH:36][CH:35]=2)[CH2:31][CH2:30]1.C(=O)([O-])[O-].[Cs+].[Cs+].O1CCOCC1. The catalyst is C(OCC)(=O)C.C1C=CC(P(C2C=CC=CC=2)[C-]2C=CC=C2)=CC=1.C1C=CC(P(C2C=CC=CC=2)[C-]2C=CC=C2)=CC=1.Cl[Pd]Cl.[Fe+2].ClCCl. The product is [CH:29]1([CH2:32][O:33][C:34]2[N:39]=[CH:38][C:37]([C:2]3[C:7](=[O:8])[N:6]([CH2:9][C:10]4[CH:15]=[CH:14][C:13]([C:16]5[C:17]([C:22]#[N:23])=[CH:18][CH:19]=[CH:20][CH:21]=5)=[CH:12][C:11]=4[F:24])[C:5]([CH2:25][CH2:26][CH3:27])=[N:4][C:3]=3[CH3:28])=[CH:36][CH:35]=2)[CH2:30][CH2:31]1. The yield is 0.910. (2) The yield is 0.820. The catalyst is ClCCl.O. The product is [Br:1][C:2]1[C:3]2[CH2:4][C@@H:5]3[CH2:14][N:13]([CH2:21][N:17]4[CH2:18][CH2:19][O:15][C:16]4=[O:20])[CH2:12][CH2:11][N:6]3[C:7]=2[CH:8]=[CH:9][CH:10]=1. The reactants are [Br:1][C:2]1[C:3]2[CH2:4][C@@H:5]3[CH2:14][NH:13][CH2:12][CH2:11][N:6]3[C:7]=2[CH:8]=[CH:9][CH:10]=1.[O:15]1[CH2:19][CH2:18][NH:17][C:16]1=[O:20].[CH2:21]=O. (3) The reactants are [F:1][C:2]1[CH:7]=[CH:6][C:5]([NH:8][C:9](=[O:23])[C:10]2[CH:15]=[C:14]([N:16]3[CH2:21][CH2:20][O:19][CH2:18][CH2:17]3)[CH:13]=[C:12]([F:22])[CH:11]=2)=[CH:4][C:3]=1[NH:24][C:25](=[O:41])[C:26]1[CH:31]=[C:30]([N:32]2[CH2:38][CH2:37][CH2:36][N:35]([CH3:39])[CH2:34][CH2:33]2)[CH:29]=[CH:28][C:27]=1[NH2:40].[CH:42](OCC)(OCC)OCC. No catalyst specified. The product is [F:1][C:2]1[CH:7]=[CH:6][C:5]([NH:8][C:9](=[O:23])[C:10]2[CH:15]=[C:14]([N:16]3[CH2:17][CH2:18][O:19][CH2:20][CH2:21]3)[CH:13]=[C:12]([F:22])[CH:11]=2)=[CH:4][C:3]=1[N:24]1[C:25](=[O:41])[C:26]2[C:27](=[CH:28][CH:29]=[C:30]([N:32]3[CH2:38][CH2:37][CH2:36][N:35]([CH3:39])[CH2:34][CH2:33]3)[CH:31]=2)[N:40]=[CH:42]1. The yield is 0.630. (4) The reactants are C(=O)([O-])[O-].[K+].[K+].[CH3:7][C@@H:8]1[C:12]2[NH:13][C:14](B3OC(C)(C)C(C)(C)O3)=[CH:15][C:11]=2[C:10](=[O:25])[NH:9]1.Br[C:27]1[CH:28]=[CH:29][CH:30]=[C:31]2[C:36]=1[N:35]=[C:34]([NH:37][C:38]([CH3:41])([CH3:40])[CH3:39])[N:33]([CH2:42][CH2:43][CH2:44][O:45][Si:46]([C:49]([CH3:52])([CH3:51])[CH3:50])([CH3:48])[CH3:47])[C:32]2=[O:53]. The catalyst is O1CCOCC1.O.C(C1C(C(C)(C)C)=C([Pd]Cl)C=CC=1NC)(C)(C)C. The product is [C:38]([NH:37][C:34]1[N:33]([CH2:42][CH2:43][CH2:44][O:45][Si:46]([C:49]([CH3:52])([CH3:51])[CH3:50])([CH3:47])[CH3:48])[C:32](=[O:53])[C:31]2[C:36](=[C:27]([C:14]3[NH:13][C:12]4[C@@H:8]([CH3:7])[NH:9][C:10](=[O:25])[C:11]=4[CH:15]=3)[CH:28]=[CH:29][CH:30]=2)[N:35]=1)([CH3:39])([CH3:41])[CH3:40]. The yield is 0.546. (5) The reactants are [C:1]([N:4]1[C:13]2[C:8](=[CH:9][C:10](Br)=[CH:11][CH:12]=2)[CH:7]([NH:15][C:16](=[O:21])[O:17][CH:18]([CH3:20])[CH3:19])[CH2:6][CH:5]1[CH3:22])(=[O:3])[CH3:2].C(=O)([O-])[O-].[K+].[K+].OB(O)[C:31]1[O:32][CH:33]=[CH:34][C:35]=1[C:36]([OH:38])=[O:37].[OH-].[Na+:41]. The catalyst is C1C=CC([P]([Pd]([P](C2C=CC=CC=2)(C2C=CC=CC=2)C2C=CC=CC=2)([P](C2C=CC=CC=2)(C2C=CC=CC=2)C2C=CC=CC=2)[P](C2C=CC=CC=2)(C2C=CC=CC=2)C2C=CC=CC=2)(C2C=CC=CC=2)C2C=CC=CC=2)=CC=1.C1(C)C=CC=CC=1.C(O)C. The product is [C:1]([N:4]1[C:13]2[C:8](=[CH:9][C:10]([C:31]3[O:32][CH:33]=[CH:34][C:35]=3[C:36]([O-:38])=[O:37])=[CH:11][CH:12]=2)[C@@H:7]([NH:15][C:16]([O:17][CH:18]([CH3:20])[CH3:19])=[O:21])[CH2:6][C@H:5]1[CH3:22])(=[O:3])[CH3:2].[Na+:41]. The yield is 0.150.